Dataset: TCR-epitope binding with 47,182 pairs between 192 epitopes and 23,139 TCRs. Task: Binary Classification. Given a T-cell receptor sequence (or CDR3 region) and an epitope sequence, predict whether binding occurs between them. (1) The epitope is TSNQVAVLY. The TCR CDR3 sequence is CASSIVAGALNEQFF. Result: 0 (the TCR does not bind to the epitope). (2) The epitope is RLRAEAQVK. The TCR CDR3 sequence is CASGRQGENTEAFF. Result: 1 (the TCR binds to the epitope).